This data is from Forward reaction prediction with 1.9M reactions from USPTO patents (1976-2016). The task is: Predict the product of the given reaction. Given the reactants [Cl:1][C:2]1[CH:3]=[C:4]2[C:9](=[CH:10][C:11]=1[O:12][C:13]1[CH:18]=[CH:17][C:16]([C:19](=[O:32])[NH:20][CH2:21][CH:22]([C:25]3[CH:30]=[CH:29][C:28]([Cl:31])=[CH:27][CH:26]=3)[O:23][CH3:24])=[CH:15][CH:14]=1)[O:8][CH2:7][CH2:6][CH:5]2[C:33]([O:35]CC)=[O:34].[OH-].[Na+], predict the reaction product. The product is: [Cl:1][C:2]1[CH:3]=[C:4]2[C:9](=[CH:10][C:11]=1[O:12][C:13]1[CH:18]=[CH:17][C:16]([C:19](=[O:32])[NH:20][CH2:21][CH:22]([C:25]3[CH:26]=[CH:27][C:28]([Cl:31])=[CH:29][CH:30]=3)[O:23][CH3:24])=[CH:15][CH:14]=1)[O:8][CH2:7][CH2:6][CH:5]2[C:33]([OH:35])=[O:34].